This data is from Full USPTO retrosynthesis dataset with 1.9M reactions from patents (1976-2016). The task is: Predict the reactants needed to synthesize the given product. (1) Given the product [N:23]1([C:5]2[C:6]3[N:7]([CH:8]=[C:9]([CH2:11][O:12][C:13]4[CH:22]=[CH:21][C:20]5[C:15](=[CH:16][CH:17]=[CH:18][CH:19]=5)[N:14]=4)[N:10]=3)[C:2]([C:37]3[CH:38]=[CH:39][C:40]([C:43]([O:45][CH3:46])=[O:44])=[N:41][CH:42]=3)=[CH:3][N:4]=2)[CH2:28][CH2:27][O:26][CH2:25][CH2:24]1, predict the reactants needed to synthesize it. The reactants are: Br[C:2]1[N:7]2[CH:8]=[C:9]([CH2:11][O:12][C:13]3[CH:22]=[CH:21][C:20]4[C:15](=[CH:16][CH:17]=[CH:18][CH:19]=4)[N:14]=3)[N:10]=[C:6]2[C:5]([N:23]2[CH2:28][CH2:27][O:26][CH2:25][CH2:24]2)=[N:4][CH:3]=1.CC1(C)C(C)(C)OB([C:37]2[CH:38]=[CH:39][C:40]([C:43]([O:45][CH3:46])=[O:44])=[N:41][CH:42]=2)O1. (2) Given the product [CH2:1]([C:4]1[CH:11]=[CH:10][C:7]([CH2:8][Cl:14])=[CH:6][CH:5]=1)[CH2:2][CH3:3], predict the reactants needed to synthesize it. The reactants are: [CH2:1]([C:4]1[CH:11]=[CH:10][C:7]([CH2:8]O)=[CH:6][CH:5]=1)[CH2:2][CH3:3].S(Cl)([Cl:14])=O. (3) Given the product [N:24]1([CH2:29][CH2:30][O:31][C:32]2[CH:33]=[CH:34][C:35]([C:38]3[CH:43]=[CH:42][C:41]([C:44]([CH3:51])([CH3:50])[C:45]([OH:47])=[O:46])=[CH:40][CH:39]=3)=[CH:36][CH:37]=2)[CH:28]=[CH:27][N:26]=[N:25]1, predict the reactants needed to synthesize it. The reactants are: CC(C1C=CC(B2OC(C)(C)C(C)(C)O2)=CC=1)(C)C(OCC)=O.[N:24]1([CH2:29][CH2:30][O:31][C:32]2[CH:37]=[CH:36][C:35]([C:38]3[CH:43]=[CH:42][C:41]([C:44]([CH3:51])([CH3:50])[C:45]([O:47]CC)=[O:46])=[CH:40][CH:39]=3)=[CH:34][CH:33]=2)[CH:28]=[CH:27][N:26]=[N:25]1.[OH-].[Li+]. (4) Given the product [CH:11]1[CH:10]=[CH:9][C:8]([P:7]([P:20]([C:22]2[CH:23]=[CH:24][CH:25]=[CH:26][CH:27]=2)[C:14]2[CH:19]=[CH:18][CH:17]=[CH:16][CH:15]=2)[C:1]2[CH:2]=[CH:3][CH:4]=[CH:5][CH:6]=2)=[CH:13][CH:12]=1, predict the reactants needed to synthesize it. The reactants are: [C:1]1([PH:7][C:8]2[CH:13]=[CH:12][CH:11]=[CH:10][CH:9]=2)[CH:6]=[CH:5][CH:4]=[CH:3][CH:2]=1.[C:14]1([P:20]([C:22]2[CH:27]=[CH:26][CH:25]=[CH:24][CH:23]=2)Cl)[CH:19]=[CH:18][CH:17]=[CH:16][CH:15]=1.Cl. (5) Given the product [CH2:1]([O:3][C:4](=[O:30])[C:5](=[O:31])[C:6](=[O:10])[CH:7]([CH3:8])[CH3:9])[CH3:2], predict the reactants needed to synthesize it. The reactants are: [CH2:1]([O:3][C:4](=[O:30])[C:5](=P(C1C=CC=CC=1)(C1C=CC=CC=1)C1C=CC=CC=1)[C:6](=[O:10])[CH:7]([CH3:9])[CH3:8])[CH3:2].[OH:31]OS([O-])=O.[K+].O.